Dataset: Reaction yield outcomes from USPTO patents with 853,638 reactions. Task: Predict the reaction yield, written as a fraction of the theoretical maximum amount of product (1.0 means a 100% yield; for example, 0.34 means a 34% yield). The reactants are C(O)(C(F)(F)F)=O.[C:8]([CH:10]([O:30][Si](C)(C)C)[C@@H:11]1[CH2:19][C:18]2[C:13](=[CH:14][CH:15]=[CH:16][CH:17]=2)[N:12]1[C:20]([O:22][CH2:23][C:24]1[CH:29]=[CH:28][CH:27]=[CH:26][CH:25]=1)=[O:21])#[N:9].CCO. The catalyst is C1COCC1. The product is [C:8]([C@H:10]([OH:30])[C@@H:11]1[CH2:19][C:18]2[C:13](=[CH:14][CH:15]=[CH:16][CH:17]=2)[N:12]1[C:20]([O:22][CH2:23][C:24]1[CH:29]=[CH:28][CH:27]=[CH:26][CH:25]=1)=[O:21])#[N:9]. The yield is 0.350.